Dataset: Forward reaction prediction with 1.9M reactions from USPTO patents (1976-2016). Task: Predict the product of the given reaction. (1) The product is: [CH2:18]([N:13]1[CH2:14][N:15]([CH3:17])[CH2:16][N:11]([C:8]2[S:9][C:10]3[C:2]([CH:85]=[O:86])=[CH:3][C:4]([C:21]4[CH:22]=[N:23][C:24]([N:27]5[CH2:32][CH2:31][C:30]([CH3:38])([C:33]([O:35][CH2:36][CH3:37])=[O:34])[CH2:29][CH2:28]5)=[N:25][CH:26]=4)=[CH:5][C:6]=3[N:7]=2)[C:12]1=[O:20])[CH3:19]. Given the reactants Br[C:2]1[C:10]2[S:9][C:8]([N:11]3[CH2:16][N:15]([CH3:17])[CH2:14][N:13]([CH2:18][CH3:19])[C:12]3=[O:20])=[N:7][C:6]=2[CH:5]=[C:4]([C:21]2[CH:22]=[N:23][C:24]([N:27]3[CH2:32][CH2:31][C:30]([CH3:38])([C:33]([O:35][CH2:36][CH3:37])=[O:34])[CH2:29][CH2:28]3)=[N:25][CH:26]=2)[CH:3]=1.C(N(CC)CC)C.C1(P(C2C=CC=CC=2)CCCP(C2C=CC=CC=2)C2C=CC=CC=2)C=CC=CC=1.C([SiH](CC)CC)C.CN([CH:85]=[O:86])C, predict the reaction product. (2) Given the reactants C1(P(=[CH:20][C:21]([O:23][C:24]([CH3:27])([CH3:26])[CH3:25])=[O:22])(C2C=CC=CC=2)C2C=CC=CC=2)C=CC=CC=1.[CH:28]([C:30]1[C:38]2[C:33](=[C:34]([C:39]#[N:40])[CH:35]=[CH:36][CH:37]=2)[NH:32][CH:31]=1)=O, predict the reaction product. The product is: [C:39]([C:34]1[CH:35]=[CH:36][CH:37]=[C:38]2[C:33]=1[NH:32][CH:31]=[C:30]2/[CH:28]=[CH:20]/[C:21]([O:23][C:24]([CH3:27])([CH3:26])[CH3:25])=[O:22])#[N:40]. (3) Given the reactants [ClH:1].[F:2][C:3]1([F:7])[CH2:6][NH:5][CH2:4]1.C([NH:15][C@H:16]([C:21](O)=[O:22])[C@H:17]([CH2:19][CH3:20])[CH3:18])(OC(C)(C)C)=O.Cl, predict the reaction product. The product is: [ClH:1].[NH2:15][C@@H:16]([CH:17]([CH3:18])[CH2:19][CH3:20])[C:21]([N:5]1[CH2:6][C:3]([F:7])([F:2])[CH2:4]1)=[O:22]. (4) Given the reactants [CH:1]1([N:7]2[CH2:12][CH2:11][N:10]([C:13]([C:15]3[C:23]4[C:18](=[CH:19][CH:20]=[CH:21][CH:22]=4)[N:17]([CH:24]4[CH2:29][CH2:28][CH:27]([NH:30]C(=O)OC(C)(C)C)[CH2:26][CH2:25]4)[CH:16]=3)=[O:14])[CH2:9][CH2:8]2)[CH2:6][CH2:5][CH2:4][CH2:3][CH2:2]1.Cl, predict the reaction product. The product is: [NH2:30][CH:27]1[CH2:26][CH2:25][CH:24]([N:17]2[C:18]3[C:23](=[CH:22][CH:21]=[CH:20][CH:19]=3)[C:15]([C:13]([N:10]3[CH2:9][CH2:8][N:7]([CH:1]4[CH2:2][CH2:3][CH2:4][CH2:5][CH2:6]4)[CH2:12][CH2:11]3)=[O:14])=[CH:16]2)[CH2:29][CH2:28]1. (5) Given the reactants [Cl:1][C:2]1[CH:37]=[C:36]([CH3:38])[CH:35]=[CH:34][C:3]=1[O:4][C:5]1[C:6]([C:22]([NH:24]CC2C=CC(OC)=CC=2)=[O:23])=[C:7]([NH:13][C:14]2[CH:19]=[CH:18][C:17]([I:20])=[CH:16][C:15]=2[F:21])[N:8]([CH3:12])[C:9](=[O:11])[CH:10]=1.[Cl-].[Al+3].[Cl-].[Cl-].O.Cl, predict the reaction product. The product is: [Cl:1][C:2]1[CH:37]=[C:36]([CH3:38])[CH:35]=[CH:34][C:3]=1[O:4][C:5]1[C:6]([C:22]([NH2:24])=[O:23])=[C:7]([NH:13][C:14]2[CH:19]=[CH:18][C:17]([I:20])=[CH:16][C:15]=2[F:21])[N:8]([CH3:12])[C:9](=[O:11])[CH:10]=1. (6) Given the reactants [NH2:1][C:2]1[C:3]([F:33])=[CH:4][C:5]([F:32])=[C:6]([C:8]2[C:9](=[O:31])[N:10]([CH2:29][CH3:30])[C:11]3[C:16]([CH:17]=2)=[CH:15][N:14]=[C:13]([N:18]([CH2:20][C:21]2[CH:26]=[CH:25][C:24]([O:27][CH3:28])=[CH:23][CH:22]=2)[CH3:19])[CH:12]=3)[CH:7]=1.[F:34][C:35]1[CH:40]=[CH:39][C:38]([F:41])=[CH:37][C:36]=1[N:42]=[C:43]=[O:44], predict the reaction product. The product is: [CH3:28][O:27][C:24]1[CH:25]=[CH:26][C:21]([CH2:20][N:18]([CH3:19])[C:13]2[N:14]=[CH:15][CH:16]3[CH:11]([CH:12]=2)[N:10]([CH2:29][CH3:30])[C:9](=[O:31])[C:8]([C:6]2[C:5]([F:32])=[CH:4][C:3]([F:33])=[C:2]([NH:1][C:43]([NH:42][C:36]4[CH:37]=[C:38]([F:41])[CH:39]=[CH:40][C:35]=4[F:34])=[O:44])[CH:7]=2)=[CH:17]3)=[CH:22][CH:23]=1. (7) Given the reactants [CH3:1][O:2][C:3]1[CH:4]=[C:5]([C:11]2[C:22](=[O:23])[N:21]([CH2:24][CH2:25][C:26]3[CH:27]=[C:28]([NH:32][C:33](=[O:39])[O:34][C:35]([CH3:38])([CH3:37])[CH3:36])[CH:29]=[CH:30][CH:31]=3)[C:14]3[N:15]=[C:16]([S:19][CH3:20])[N:17]=[CH:18][C:13]=3[CH:12]=2)[CH:6]=[C:7]([O:9][CH3:10])[CH:8]=1.C1C=C(Cl)C=C(C(OO)=[O:48])C=1, predict the reaction product. The product is: [CH3:1][O:2][C:3]1[CH:4]=[C:5]([C:11]2[C:22](=[O:23])[N:21]([CH2:24][CH2:25][C:26]3[CH:27]=[C:28]([NH:32][C:33](=[O:39])[O:34][C:35]([CH3:36])([CH3:38])[CH3:37])[CH:29]=[CH:30][CH:31]=3)[C:14]3[N:15]=[C:16]([S:19]([CH3:20])=[O:48])[N:17]=[CH:18][C:13]=3[CH:12]=2)[CH:6]=[C:7]([O:9][CH3:10])[CH:8]=1. (8) Given the reactants CCO.O.[Cl:5][C:6]1[CH:11]=[CH:10][C:9]([C:12]2[CH:13]=[C:14]([C:17]([O:19]C)=[O:18])[NH:15][CH:16]=2)=[CH:8][CH:7]=1.[OH-].[Na+], predict the reaction product. The product is: [Cl:5][C:6]1[CH:11]=[CH:10][C:9]([C:12]2[CH:13]=[C:14]([C:17]([OH:19])=[O:18])[NH:15][CH:16]=2)=[CH:8][CH:7]=1. (9) Given the reactants [NH2:1][C:2]1[C:7]([C:8]2[CH:13]=[C:12]([Cl:14])[CH:11]=[C:10]([Cl:15])[C:9]=2[Cl:16])=[N:6][CH:5]=[C:4](Cl)[N:3]=1.[NH3:18], predict the reaction product. The product is: [NH2:1][C:2]1[C:7]([C:8]2[CH:13]=[C:12]([Cl:14])[CH:11]=[C:10]([Cl:15])[C:9]=2[Cl:16])=[N:6][CH:5]=[C:4]([NH2:18])[N:3]=1. (10) Given the reactants [C:1]([O:5][C:6]([N:8]1[CH2:11][CH:10]([C:12](=[O:17])N(OC)C)[CH2:9]1)=[O:7])([CH3:4])([CH3:3])[CH3:2].[CH3:18][Mg]Br, predict the reaction product. The product is: [C:1]([O:5][C:6]([N:8]1[CH2:9][CH:10]([C:12](=[O:17])[CH3:18])[CH2:11]1)=[O:7])([CH3:2])([CH3:3])[CH3:4].